Dataset: Full USPTO retrosynthesis dataset with 1.9M reactions from patents (1976-2016). Task: Predict the reactants needed to synthesize the given product. (1) Given the product [NH2:19][C:20]1[C:25]([C:26]#[N:27])=[C:24]([NH:18][CH:16]([C:8]2[N:9]=[C:10]3[CH:15]=[CH:14][CH:13]=[N:12][N:11]3[C:7]=2[C:2]2[CH:3]=[CH:4][CH:5]=[CH:6][N:1]=2)[CH3:17])[N:23]=[CH:22][N:21]=1, predict the reactants needed to synthesize it. The reactants are: [N:1]1[CH:6]=[CH:5][CH:4]=[CH:3][C:2]=1[C:7]1[N:11]2[N:12]=[CH:13][CH:14]=[CH:15][C:10]2=[N:9][C:8]=1[CH:16]([NH2:18])[CH3:17].[NH2:19][C:20]1[C:25]([C:26]#[N:27])=[C:24](Cl)[N:23]=[CH:22][N:21]=1.CCN(C(C)C)C(C)C. (2) Given the product [Cl-:17].[C:1]([CH:3]=[C:4]1[CH2:9][CH2:8][NH2+:7][CH2:6][CH2:5]1)#[N:2], predict the reactants needed to synthesize it. The reactants are: [C:1]([CH:3]=[C:4]1[CH2:9][CH2:8][N:7](C(OC(C)(C)C)=O)[CH2:6][CH2:5]1)#[N:2].[ClH:17]. (3) Given the product [C:1]([O:5][C:6]([N:8]1[CH2:9][CH2:10][CH:11]([CH2:14][CH:15]2[CH2:19][C:18]([O:20][CH3:21])=[C:17]([C:22]3[C:27]([CH3:28])=[CH:26][C:25]([CH3:29])=[CH:24][C:23]=3[CH3:30])[C:16]2=[O:31])[CH2:12][CH2:13]1)=[O:7])([CH3:4])([CH3:3])[CH3:2], predict the reactants needed to synthesize it. The reactants are: [C:1]([O:5][C:6]([N:8]1[CH2:13][CH2:12][CH:11](/[CH:14]=[C:15]2/[C:16](=[O:31])[C:17]([C:22]3[C:27]([CH3:28])=[CH:26][C:25]([CH3:29])=[CH:24][C:23]=3[CH3:30])=[C:18]([O:20][CH3:21])[CH2:19]/2)[CH2:10][CH2:9]1)=[O:7])([CH3:4])([CH3:3])[CH3:2]. (4) Given the product [C:41]([O:40][C:39]([NH:38][C@H:34]1[CH2:35][CH2:36][CH2:37][C@H:33]1[NH:32][C:2]1[CH:11]=[C:10]([C:12]#[N:13])[C:5]([C:6]([O:8][CH3:9])=[O:7])=[C:4]([NH:14][C:15]2[CH:20]=[CH:19][CH:18]=[C:17]([S:21]([CH3:24])(=[O:23])=[O:22])[CH:16]=2)[N:3]=1)=[O:45])([CH3:44])([CH3:42])[CH3:43], predict the reactants needed to synthesize it. The reactants are: Cl[C:2]1[CH:11]=[C:10]([C:12]#[N:13])[C:5]([C:6]([O:8][CH3:9])=[O:7])=[C:4]([NH:14][C:15]2[CH:20]=[CH:19][CH:18]=[C:17]([S:21]([CH3:24])(=[O:23])=[O:22])[CH:16]=2)[N:3]=1.CCN(CC)CC.[NH2:32][C@@H:33]1[CH2:37][CH2:36][CH2:35][C@@H:34]1[NH:38][C:39](=[O:45])[O:40][C:41]([CH3:44])([CH3:43])[CH3:42].C([O-])(O)=O.[Na+]. (5) Given the product [Si:1]([O:18][CH2:19][C@@H:20]1[C:24](=[O:25])[C@:23]([F:27])([CH3:26])[CH:22]([O:28][CH3:29])[O:21]1)([C:14]([CH3:17])([CH3:16])[CH3:15])([C:2]1[CH:3]=[CH:4][CH:5]=[CH:6][CH:7]=1)[C:8]1[CH:13]=[CH:12][CH:11]=[CH:10][CH:9]=1, predict the reactants needed to synthesize it. The reactants are: [Si:1]([O:18][CH2:19][C@@H:20]1[C@@H:24]([OH:25])[C@:23]([F:27])([CH3:26])[CH:22]([O:28][CH3:29])[O:21]1)([C:14]([CH3:17])([CH3:16])[CH3:15])([C:8]1[CH:13]=[CH:12][CH:11]=[CH:10][CH:9]=1)[C:2]1[CH:7]=[CH:6][CH:5]=[CH:4][CH:3]=1.CC(OI1(OC(C)=O)(OC(C)=O)OC(=O)C2C=CC=CC1=2)=O. (6) Given the product [N:25]1[CH:26]=[CH:27][CH:28]=[CH:29][C:24]=1[S:23][C:9]1[CH:10]=[C:11]2[C:6](=[CH:7][CH:8]=1)[N:5]=[CH:4][N:3]=[C:2]2[NH:22][C:14]1[S:15][C:16]2[C:21]([N:13]=1)=[CH:20][CH:19]=[CH:18][N:17]=2, predict the reactants needed to synthesize it. The reactants are: Cl[C:2]1[C:11]2[C:6](=[CH:7][CH:8]=[C:9](I)[CH:10]=2)[N:5]=[CH:4][N:3]=1.[N:13]1[C:21]2[C:16](=[N:17][CH:18]=[CH:19][CH:20]=2)[S:15][C:14]=1[NH2:22].[SH:23][C:24]1[CH:29]=[CH:28][CH:27]=[CH:26][N:25]=1. (7) Given the product [NH2:7][C:8]1[CH:12]=[C:11]([C:13]2[CH:14]=[CH:15][C:16]([Cl:19])=[CH:17][CH:18]=2)[S:10][C:9]=1[C:20]([NH2:21])=[O:22], predict the reactants needed to synthesize it. The reactants are: C(OC(=O)[NH:7][C:8]1[CH:12]=[C:11]([C:13]2[CH:18]=[CH:17][C:16]([Cl:19])=[CH:15][CH:14]=2)[S:10][C:9]=1[C:20](=[O:22])[NH2:21])(C)(C)C.C(O)(C(F)(F)F)=O.C([O-])(O)=O.[Na+]. (8) Given the product [Cl:1][C:2]1[CH:7]=[CH:6][C:5]([N:8]2[CH2:13][CH2:12][O:11][CH2:10][CH2:9]2)=[CH:4][C:3]=1[N:14]1[CH2:19][CH2:18][NH:17][CH2:16][C:15]1=[O:27], predict the reactants needed to synthesize it. The reactants are: [Cl:1][C:2]1[CH:7]=[CH:6][C:5]([N:8]2[CH2:13][CH2:12][O:11][CH2:10][CH2:9]2)=[CH:4][C:3]=1[N:14]1[CH2:19][CH2:18][N:17](C(OC(C)(C)C)=O)[CH2:16][C:15]1=[O:27].FC(F)(F)C(O)=O. (9) Given the product [F:31][C:32]1[CH:37]=[C:36]([F:38])[CH:35]=[CH:34][C:33]=1[NH:39][C:40](=[O:62])[NH:41][C:42]1[CH:43]=[CH:44][C:45]([C:48]2[S:52][C:51]([CH2:53][CH2:54][C:55]([CH3:60])([CH3:61])[C:56]([OH:58])=[O:57])=[N:50][CH:49]=2)=[CH:46][CH:47]=1, predict the reactants needed to synthesize it. The reactants are: FC(F)(F)C1C=C(NC(=O)NC2C=CC(C3SC(CCC(O)=O)=NC=3)=CC=2)C=CC=1.[F:31][C:32]1[CH:37]=[C:36]([F:38])[CH:35]=[CH:34][C:33]=1[NH:39][C:40](=[O:62])[NH:41][C:42]1[CH:47]=[CH:46][C:45]([C:48]2[S:52][C:51]([CH2:53][CH2:54][C:55]([CH3:61])([CH3:60])[C:56]([O:58]C)=[O:57])=[N:50][CH:49]=2)=[CH:44][CH:43]=1. (10) Given the product [Cl:45][C:46]1[CH:50]=[C:49]([CH2:51][CH2:52][OH:53])[NH:48][C:47]=1[C:54]([NH:25][CH2:26][C:27]1[CH:32]=[CH:31][C:30]([Cl:33])=[C:29]([O:34][C:35]2[CH:36]=[C:37]([C:38]#[N:39])[CH:40]=[C:41]([Cl:43])[CH:42]=2)[C:28]=1[F:44])=[O:55], predict the reactants needed to synthesize it. The reactants are: CN(C(ON1N=NC2C=CC=NC1=2)=[N+](C)C)C.F[P-](F)(F)(F)(F)F.[NH2:25][CH2:26][C:27]1[C:28]([F:44])=[C:29]([O:34][C:35]2[CH:36]=[C:37]([CH:40]=[C:41]([Cl:43])[CH:42]=2)[C:38]#[N:39])[C:30]([Cl:33])=[CH:31][CH:32]=1.[Cl:45][C:46]1[CH:50]=[C:49]([CH2:51][CH2:52][OH:53])[NH:48][C:47]=1[C:54](O)=[O:55].CCN(C(C)C)C(C)C.